Dataset: hERG potassium channel inhibition data for cardiac toxicity prediction from Karim et al.. Task: Regression/Classification. Given a drug SMILES string, predict its toxicity properties. Task type varies by dataset: regression for continuous values (e.g., LD50, hERG inhibition percentage) or binary classification for toxic/non-toxic outcomes (e.g., AMES mutagenicity, cardiotoxicity, hepatotoxicity). Dataset: herg_karim. (1) The compound is CC=C1N(C)C(C)CC1(c1ccccc1)c1ccccc1. The result is 0 (non-blocker). (2) The result is 0 (non-blocker). The drug is CCN(CC)C(=O)c1ccc(C(=C2CCN(Cc3cscn3)CC2)c2ccccn2)cc1. (3) The compound is CCN(CC)S(=O)(=O)Nc1ccc2ccc3ncc(-c4cnn(C)c4)cc3c(=O)c2c1. The result is 0 (non-blocker). (4) The compound is CC(=O)NC(CCN1C2CCC1CC(n1c(C)nc3c1CCN(C(C)=O)C3)C2)c1cccc(F)c1. The result is 1 (blocker). (5) The compound is COc1cc(F)ccc1-c1cncc(NC2CCCOC2)c1. The result is 1 (blocker).